This data is from Reaction yield outcomes from USPTO patents with 853,638 reactions. The task is: Predict the reaction yield, written as a fraction of the theoretical maximum amount of product (1.0 means a 100% yield; for example, 0.34 means a 34% yield). (1) The reactants are [N:1]1[C:5]2[CH:6]=[CH:7][C:8]([C:10]([OH:12])=O)=[CH:9][C:4]=2[NH:3][CH:2]=1.Cl.C([N:16]=C=NCCCN(C)C)C.[Cl:25][C:26]1[CH:27]=[C:28]([N:33]2[CH2:38][CH2:37][NH:36][CH2:35][CH2:34]2)[CH:29]=[CH:30][C:31]=1[Cl:32].O. The catalyst is CN(C=O)C.CN(C1C=CN=CC=1)C. The product is [Cl:25][C:26]1[CH:27]=[C:28]([N:33]2[CH2:38][CH2:37][N:36]([C:2]3[NH:3][C:4]4[CH:9]=[C:8]([C:10]([NH2:16])=[O:12])[CH:7]=[CH:6][C:5]=4[N:1]=3)[CH2:35][CH2:34]2)[CH:29]=[CH:30][C:31]=1[Cl:32]. The yield is 0.400. (2) The reactants are [CH2:1]([O:3][C:4](=[O:15])[CH:5]([C:13]#[N:14])[NH:6][C:7](=O)[CH2:8][CH2:9][O:10][CH3:11])[CH3:2].COC1C=CC(P2(=S)SP(=S)(C3C=CC(OC)=CC=3)[S:25]2)=CC=1. The catalyst is C1(C)C=CC=CC=1. The product is [CH2:1]([O:3][C:4]([C:5]1[N:6]=[C:7]([CH2:8][CH2:9][O:10][CH3:11])[S:25][C:13]=1[NH2:14])=[O:15])[CH3:2]. The yield is 0.400. (3) The reactants are [C:1]([C:3]1[CH:21]=[CH:20][C:6]([C:7]([NH:9][C:10]2[CH:11]=[C:12]([CH:17]=[CH:18][CH:19]=2)[C:13](OC)=[O:14])=[O:8])=[CH:5][CH:4]=1)#[N:2].O.[NH2:23][NH2:24]. The catalyst is CCO. The product is [C:1]([C:3]1[CH:21]=[CH:20][C:6]([C:7]([NH:9][C:10]2[CH:19]=[CH:18][CH:17]=[C:12]([C:13]([NH:23][NH2:24])=[O:14])[CH:11]=2)=[O:8])=[CH:5][CH:4]=1)#[N:2]. The yield is 0.680.